From a dataset of Reaction yield outcomes from USPTO patents with 853,638 reactions. Predict the reaction yield, written as a fraction of the theoretical maximum amount of product (1.0 means a 100% yield; for example, 0.34 means a 34% yield). (1) The reactants are Cl[CH2:2][CH:3]([OH:10])[CH2:4][N:5]1[CH:9]=[CH:8][N:7]=[N:6]1.[NH3:11]. The catalyst is CO. The product is [NH2:11][CH2:2][CH:3]([OH:10])[CH2:4][N:5]1[CH:9]=[CH:8][N:7]=[N:6]1. The yield is 1.00. (2) The reactants are [F:1][C:2]1[CH:3]=[CH:4][C:5]2[N:6]([CH:8]=[N:9][N:10]=2)[CH:7]=1.[Cl:11]N1C(=O)CCC1=O. The catalyst is C(Cl)(Cl)Cl. The product is [Cl:11][C:8]1[N:6]2[CH:7]=[C:2]([F:1])[CH:3]=[CH:4][C:5]2=[N:10][N:9]=1. The yield is 0.760. (3) The reactants are [OH-].[Li+].[Cl:3][C:4]1[C:9]2[CH:10]=[C:11]([C:13]([O:15]C)=[O:14])[O:12][C:8]=2[CH:7]=[C:6]([N+:17]([O-:19])=[O:18])[C:5]=1[O:20][CH3:21]. The catalyst is CO.O. The product is [Cl:3][C:4]1[C:9]2[CH:10]=[C:11]([C:13]([OH:15])=[O:14])[O:12][C:8]=2[CH:7]=[C:6]([N+:17]([O-:19])=[O:18])[C:5]=1[O:20][CH3:21]. The yield is 0.610. (4) The catalyst is CCOC(C)=O.[Pd]. The product is [O:14]1[CH2:15][CH2:16][CH2:17][CH2:18][CH:13]1[N:8]1[C:9]2[CH:10]=[CH:11][CH:12]=[C:4]([NH2:1])[C:5]=2[CH:6]=[N:7]1. The reactants are [N+:1]([C:4]1[CH:12]=[CH:11][CH:10]=[C:9]2[C:5]=1[CH:6]=[N:7][N:8]2[CH:13]1[CH2:18][CH2:17][CH2:16][CH2:15][O:14]1)([O-])=O. The yield is 0.967.